This data is from NCI-60 drug combinations with 297,098 pairs across 59 cell lines. The task is: Regression. Given two drug SMILES strings and cell line genomic features, predict the synergy score measuring deviation from expected non-interaction effect. (1) Drug 1: CC1=C(C(CCC1)(C)C)C=CC(=CC=CC(=CC(=O)O)C)C. Drug 2: C1CCC(C(C1)N)N.C(=O)(C(=O)[O-])[O-].[Pt+4]. Cell line: HOP-92. Synergy scores: CSS=25.1, Synergy_ZIP=-2.46, Synergy_Bliss=-0.331, Synergy_Loewe=-5.58, Synergy_HSA=1.61. (2) Drug 1: CN(C)N=NC1=C(NC=N1)C(=O)N. Cell line: HCT116. Drug 2: CC1CCC2CC(C(=CC=CC=CC(CC(C(=O)C(C(C(=CC(C(=O)CC(OC(=O)C3CCCCN3C(=O)C(=O)C1(O2)O)C(C)CC4CCC(C(C4)OC)OCCO)C)C)O)OC)C)C)C)OC. Synergy scores: CSS=19.3, Synergy_ZIP=-3.39, Synergy_Bliss=-0.943, Synergy_Loewe=-22.5, Synergy_HSA=1.16. (3) Drug 1: CC1C(C(CC(O1)OC2CC(CC3=C2C(=C4C(=C3O)C(=O)C5=C(C4=O)C(=CC=C5)OC)O)(C(=O)C)O)N)O.Cl. Drug 2: C(CN)CNCCSP(=O)(O)O. Cell line: NCI-H460. Synergy scores: CSS=39.1, Synergy_ZIP=0.771, Synergy_Bliss=1.71, Synergy_Loewe=-79.6, Synergy_HSA=2.09. (4) Drug 1: C1C(C(OC1N2C=C(C(=O)NC2=O)F)CO)O. Drug 2: CC1=C2C(C(=O)C3(C(CC4C(C3C(C(C2(C)C)(CC1OC(=O)C(C(C5=CC=CC=C5)NC(=O)OC(C)(C)C)O)O)OC(=O)C6=CC=CC=C6)(CO4)OC(=O)C)O)C)O. Cell line: NCIH23. Synergy scores: CSS=14.6, Synergy_ZIP=-6.18, Synergy_Bliss=-3.62, Synergy_Loewe=-6.79, Synergy_HSA=-3.95. (5) Synergy scores: CSS=72.6, Synergy_ZIP=2.91, Synergy_Bliss=2.75, Synergy_Loewe=-5.36, Synergy_HSA=4.12. Drug 2: CCC1=C2CN3C(=CC4=C(C3=O)COC(=O)C4(CC)O)C2=NC5=C1C=C(C=C5)O. Cell line: MOLT-4. Drug 1: CNC(=O)C1=CC=CC=C1SC2=CC3=C(C=C2)C(=NN3)C=CC4=CC=CC=N4. (6) Synergy scores: CSS=8.44, Synergy_ZIP=-3.83, Synergy_Bliss=-1.04, Synergy_Loewe=0.906, Synergy_HSA=0.910. Drug 2: CC(C)(C#N)C1=CC(=CC(=C1)CN2C=NC=N2)C(C)(C)C#N. Drug 1: CC1=C(C(CCC1)(C)C)C=CC(=CC=CC(=CC(=O)O)C)C. Cell line: NCI-H322M. (7) Drug 1: COC1=CC(=CC(=C1O)OC)C2C3C(COC3=O)C(C4=CC5=C(C=C24)OCO5)OC6C(C(C7C(O6)COC(O7)C8=CC=CS8)O)O. Drug 2: C1=NC2=C(N1)C(=S)N=CN2. Cell line: OVCAR3. Synergy scores: CSS=28.7, Synergy_ZIP=-18.7, Synergy_Bliss=-22.4, Synergy_Loewe=-23.5, Synergy_HSA=-18.6. (8) Drug 1: CC1=C2C(C(=O)C3(C(CC4C(C3C(C(C2(C)C)(CC1OC(=O)C(C(C5=CC=CC=C5)NC(=O)OC(C)(C)C)O)O)OC(=O)C6=CC=CC=C6)(CO4)OC(=O)C)O)C)O. Drug 2: C1=NNC2=C1C(=O)NC=N2. Cell line: EKVX. Synergy scores: CSS=0.181, Synergy_ZIP=-1.03, Synergy_Bliss=-2.42, Synergy_Loewe=-9.68, Synergy_HSA=-4.97. (9) Drug 1: CC1CCC2CC(C(=CC=CC=CC(CC(C(=O)C(C(C(=CC(C(=O)CC(OC(=O)C3CCCCN3C(=O)C(=O)C1(O2)O)C(C)CC4CCC(C(C4)OC)OCCO)C)C)O)OC)C)C)C)OC. Drug 2: C1CNP(=O)(OC1)N(CCCl)CCCl. Cell line: MDA-MB-231. Synergy scores: CSS=4.12, Synergy_ZIP=-3.25, Synergy_Bliss=0.196, Synergy_Loewe=0.0229, Synergy_HSA=0.878.